Binary Classification. Given a miRNA mature sequence and a target amino acid sequence, predict their likelihood of interaction. From a dataset of Experimentally validated miRNA-target interactions with 360,000+ pairs, plus equal number of negative samples. (1) The miRNA is hsa-miR-6783-3p with sequence UUCCUGGGCUUCUCCUCUGUAG. The protein sequence of the target gene is MLQTLYDYFWWERLWLPVNLTWADLEDKDGRVYAKASDLYITLPLALLFLVIRYFFELYVATPLAALLNVKEKTRLRAPPNATLEHFYQTSGKQPKQVEVDLLSRQSGLSGRQVERWFRRRRNQDRPSLLKKFREASWRFTYYLIAFVAGMAVTVDKPWFYDLRKVWEGYPIQSIIPSQYWYYMIELSFYWSLLFSIASDVKRKDFKEQIIHHVATIILLCFSWFANYVRAGTLIMALHDASDYLLESAKMFNYAGWKNTCNNLFIVFAIVFIITRLVIMPFWILHCTMIYPLELYPAFF.... Result: 0 (no interaction). (2) The miRNA is hsa-miR-367-3p with sequence AAUUGCACUUUAGCAAUGGUGA. The protein sequence of the target gene is MSLQSAQYLRQAEVLKAEMTDSKLGPAEVWTSRQALQDLYQKMLVTDLEYALDKKVEQDLWNHAFKNQITTLQGQAKNRANPNRSEVQANLSLFLEAASGFYTQLLQELCTVFNVDLPCRVKSSQLGIISNKQTHSSTIVKPQSSSCSYICQHCLVHLGDIARYRNQTSQAESYYRHAAQLVPSNGQPYNQLAILASSKGDHLTTIFYYCRSIAVKFPFPAASTNLQKALSKALESRDELKTKWGVSDFIKAFIKFHGHVYLSKSLEKLSPLREKLEEQFKRLLFQKAFNSQQLVHVTVI.... Result: 0 (no interaction). (3) The miRNA is ath-miR398a-3p with sequence UGUGUUCUCAGGUCACCCCUU. The protein sequence of the target gene is MDLSRQTWLLSKPIGIVSEASSLGQNMTINPGASLPTFATLPVLPPAPQPVPQLFWEPPAPLVTAGISPGNPLVLSALPGMPLVAEGGSTALSAAVPLNIVQLGTLGQPVQPVHNTNIVLTQVPLTCNIPGTQGVGMGFMTTPAANNFINTRIASTVQPQEGTWILGPHPPTTQQVVQLVPVKSPVNSAQPPKGAYGESGPANIQTNSPENYLSKPDSVYGNFRRWQHIKTLVQRHLPQTTDVAAFSCFLIPVLRSLARRKPTMNVEEGLWRGLQEWQCTSNYDRMIFYEMAEKFTEFES.... Result: 0 (no interaction). (4) The miRNA is mmu-miR-702-3p with sequence UGCCCACCCUUUACCCCGCUCC. The protein sequence of the target gene is MGSQTLQILRQGVWAALSGGWYYDPHQATFVNALHLYLWLFLLGLPFTLYMALPSTMIIVAVYCPVIAAVFIVLKMVNYRLHRALDAGEVVDRTANEFTDQRTKAEQGNCSTRRKDSNGPSDPGGGIEMSEFIREATPPVGCSSRNSYAGLDPSNQIGSGSSRLGTAATIKGDTDTAKTSDDISLSLGQSSSLCKEGSEEQDLAADRKLFRLVSNDSFISIQPSLSSCGQDLPRDFSDKVNLPSHNHHHHVDQSLSSACDTEVASLVPLHSHSYRKDHRPRGVPRTSSSAVAFPDTSLND.... Result: 0 (no interaction). (5) The miRNA is hsa-miR-885-5p with sequence UCCAUUACACUACCCUGCCUCU. The protein sequence of the target gene is MSRRLLPRAEKRRRRLEQRQQPDEQRRRSGAMVKMAAAGGGGGGGRYYGGGSEGGRAPKRLKTDNAGDQHGGGGGGGGGAGAAGGGGGGENYDDPHKTPASPVVHIRGLIDGVVEADLVEALQEFGPISYVVVMPKKRQALVEFEDVLGACNAVNYAADNQIYIAGHPAFVNYSTSQKISRPGDSDDSRSVNSVLLFTILNPIYSITTDVLYTICNPCGPVQRIVIFRKNGVQAMVEFDSVQSAQRAKASLNGADIYSGCCTLKIEYAKPTRLNVFKNDQDTWDYTNPNLSGQGDPGSNP.... Result: 1 (interaction). (6) The protein sequence of the target gene is MPCVQAQYGSSPQGASPASQSYSYHSSGEYSSDFLTPEFVKFSMDLTNTEITATTSLPSFSTFMDNYSTGYDVKPPCLYQMPLSGQQSSIKVEDIQMHNYQQHSHLPPQSEEMMPHSGSVYYKPSSPPTPTTPGFQVQHSPMWDDPGSLHNFHQNYVATTHMIEQRKTPVSRLSLFSFKQSPPGTPVSSCQMRFDGPLHVPMNPEPAGSHHVVDGQTFAVPNPIRKPASMGFPGLQIGHASQLLDTQVPSPPSRGSPSNEGLCAVCGDNAACQHYGVRTCEGCKGFFKRTVQKNAKYVCL.... Result: 0 (no interaction). The miRNA is hsa-miR-33b-3p with sequence CAGUGCCUCGGCAGUGCAGCCC. (7) The miRNA is mmu-miR-3092-3p with sequence GAAUGGGGCUGUUUCCCCUCC. The protein sequence of the target gene is MGKISSLPTQLFKICLCDFLKIKIHIMSSSHLFYLALCLLTFTSSTTAGPETLCGAELVDALQFVCGPRGFYFNKPTGYGSSIRRAPQTGIVDECCFRSCDLRRLEMYCAPLKPTKAARSIRAQRHTDMPKTQKEVHLKNTSRGSAGNKTYRM. Result: 0 (no interaction). (8) The miRNA is cel-miR-67-3p with sequence UCACAACCUCCUAGAAAGAGUAGA. The protein sequence of the target gene is MVTVGNYCEAEGPVGPAWMQDGLSPCFFFTLVPSTRMALGTLALVLALPCRRRERPAGADSLSWGAGPRISPYVLQLLLATLQAALPLAGLAGRVGTARGAPLPSYLLLASVLESLAGACGLWLLVVERSQARQRLAMGIWIKFRHSPGLLLLWTVAFAAENLALVSWNSPQWWWARADLGQQVQFSLWVLRYVVSGGLFVLGLWAPGLRPQSYTLQVHEEDQDVERSQVRSAAQQSTWRDFGRKLRLLSGYLWPRGSPALQLVVLICLGLMGLERALNVLVPIFYRNIVNLLTEKAPWN.... Result: 0 (no interaction). (9) The miRNA is hsa-miR-450a-5p with sequence UUUUGCGAUGUGUUCCUAAUAU. Result: 0 (no interaction). The protein sequence of the target gene is MLQTLYDYFWWERLWLPVNLTWADLEDRDGRVYAKASDLYITLPLALLFLIVRYFFELYVATPLAALLNIKEKTRLRAPPNATLEHFYLTSGKQPKQVEVELLSRQSGLSGRQVERWFRRRRNQDRPSLLKKFREASWRFTFYLIAFIAGMAVIVDKPWFYDMKKVWEGYPIQSTIPSQYWYYMIELSFYWSLLFSIASDVKRKDFKEQIIHHVATIILISFSWFANYIRAGTLIMALHDSSDYLLESAKMFNYAGWKNTCNNIFIVFAIVFIITRLVILPFWILHCTLVYPLELYPAFF....